The task is: Predict the product of the given reaction.. This data is from Forward reaction prediction with 1.9M reactions from USPTO patents (1976-2016). (1) Given the reactants Cl[C:2]1[N:3]2[N:14]=[CH:13][C:12]([C:15]#[N:16])=[C:4]2[N:5]=[C:6]2[C:11]=1[CH2:10][CH2:9][CH2:8][CH2:7]2.CCN(CC)CC.[CH3:24][O:25][CH2:26][CH2:27][OH:28], predict the reaction product. The product is: [CH3:24][O:25][CH2:26][CH2:27][O:28][C:2]1[N:3]2[N:14]=[CH:13][C:12]([C:15]#[N:16])=[C:4]2[N:5]=[C:6]2[C:11]=1[CH2:10][CH2:9][CH2:8][CH2:7]2. (2) Given the reactants [Cl:1][C:2]1[CH:16]=[CH:15][C:5]([C:6]([C:8]2[CH:13]=[CH:12][C:11]([OH:14])=[CH:10][CH:9]=2)=[O:7])=[CH:4][CH:3]=1.[OH-:17].[Na+].C(Cl)(Cl)Cl.Cl, predict the reaction product. The product is: [CH3:4][C:5]([O:14][C:11]1[CH:10]=[CH:9][C:8]([C:6]([C:5]2[CH:4]=[CH:3][C:2]([Cl:1])=[CH:16][CH:15]=2)=[O:7])=[CH:13][CH:12]=1)([C:6]([OH:7])=[O:17])[CH3:15]. (3) Given the reactants [Cl:1][C:2]1[CH:7]=[CH:6][CH:5]=[C:4]([N+:8]([O-:10])=[O:9])[C:3]=1Cl.[Cl:12][CH2:13][CH2:14][CH2:15][SH:16].[OH-].[K+], predict the reaction product. The product is: [Cl:1][C:2]1[CH:7]=[CH:6][CH:5]=[C:4]([N+:8]([O-:10])=[O:9])[C:3]=1[S:16][CH2:15][CH2:14][CH2:13][Cl:12].